Dataset: Reaction yield outcomes from USPTO patents with 853,638 reactions. Task: Predict the reaction yield, written as a fraction of the theoretical maximum amount of product (1.0 means a 100% yield; for example, 0.34 means a 34% yield). (1) The reactants are [Cl:1][C:2]1[CH:7]=[C:6](B2OC(C)(C)C(C)(C)O2)[CH:5]=[CH:4][C:3]=1[CH2:17][C:18]([O:20][CH3:21])=[O:19].Cl[C:23]1[N:24]=[N:25][CH:26]=[C:27]([CH3:29])[CH:28]=1.CC([O-])=O.[K+]. The catalyst is O1CCOCC1.O.CCOC(C)=O. The product is [Cl:1][C:2]1[CH:7]=[C:6]([C:23]2[N:24]=[N:25][CH:26]=[C:27]([CH3:29])[CH:28]=2)[CH:5]=[CH:4][C:3]=1[CH2:17][C:18]([O:20][CH3:21])=[O:19]. The yield is 0.300. (2) The reactants are [CH2:1]([C:3]1[S:7][C:6]([NH2:8])=[N:5][N:4]=1)[CH3:2].Br[C:10]1[C:11](=[O:18])[N:12]([CH3:17])[CH:13]=[C:14]([Br:16])[CH:15]=1.CC1(C)C2C(=C(P(C3C=CC=CC=3)C3C=CC=CC=3)C=CC=2)OC2C(P(C3C=CC=CC=3)C3C=CC=CC=3)=CC=CC1=2.C([O-])([O-])=O.[Cs+].[Cs+]. The catalyst is C1C=CC(/C=C/C(/C=C/C2C=CC=CC=2)=O)=CC=1.C1C=CC(/C=C/C(/C=C/C2C=CC=CC=2)=O)=CC=1.C1C=CC(/C=C/C(/C=C/C2C=CC=CC=2)=O)=CC=1.[Pd].[Pd].O1CCOCC1. The product is [Br:16][C:14]1[CH:15]=[C:10]([NH:8][C:6]2[S:7][C:3]([CH2:1][CH3:2])=[N:4][N:5]=2)[C:11](=[O:18])[N:12]([CH3:17])[CH:13]=1. The yield is 0.470. (3) The reactants are BrC1C=CC(S(O[CH2:12][C@@H:13]2[O:27][C:17]3=[C:18]4[C:23](=[CH:24][CH:25]=[C:16]3[O:15][CH2:14]2)[N:22]=[C:21]([CH3:26])[CH:20]=[CH:19]4)(=O)=O)=CC=1.[NH:28]1[CH2:33][CH:32]=[C:31]([C:34]2[C:42]3[C:37](=[CH:38][CH:39]=[CH:40][CH:41]=3)[NH:36][CH:35]=2)[CH2:30][CH2:29]1.C(N(C(C)C)CC)(C)C.CO. The catalyst is CS(C)=O. The product is [NH:36]1[C:37]2[C:42](=[CH:41][CH:40]=[CH:39][CH:38]=2)[C:34]([C:31]2[CH2:32][CH2:33][N:28]([CH2:12][C@@H:13]3[O:27][C:17]4=[C:18]5[C:23](=[CH:24][CH:25]=[C:16]4[O:15][CH2:14]3)[N:22]=[C:21]([CH3:26])[CH:20]=[CH:19]5)[CH2:29][CH:30]=2)=[CH:35]1. The yield is 0.710.